The task is: Predict the product of the given reaction.. This data is from Forward reaction prediction with 1.9M reactions from USPTO patents (1976-2016). (1) Given the reactants [CH3:1][C:2]1[CH:7]=[CH:6][C:5]([C:8]2[N:9]=[C:10]3[CH:15]=[CH:14][C:13](B(O)O)=[N:12][N:11]3[CH:19]=2)=[CH:4][C:3]=1[NH:20][C:21](=[O:26])[C:22]([CH3:25])([CH3:24])[CH3:23].Br[C:28]1[CH:35]=[CH:34][C:31]([C:32]#[N:33])=[CH:30][C:29]=1[C:36]([F:39])([F:38])[F:37].C([O-])([O-])=O.[K+].[K+].C1(P(C2CCCCC2)C2C=CC=CC=2C2C(OC)=CC=CC=2OC)CCCCC1, predict the reaction product. The product is: [C:32]([C:31]1[CH:34]=[CH:35][C:28]([C:13]2[CH:14]=[CH:15][C:10]3[N:11]([CH:19]=[C:8]([C:5]4[CH:6]=[CH:7][C:2]([CH3:1])=[C:3]([NH:20][C:21](=[O:26])[C:22]([CH3:25])([CH3:24])[CH3:23])[CH:4]=4)[N:9]=3)[N:12]=2)=[C:29]([C:36]([F:37])([F:38])[F:39])[CH:30]=1)#[N:33]. (2) Given the reactants Cl[C:2]1[N:6]([CH2:7][C:8]2[CH:13]=[CH:12][C:11]([O:14][CH3:15])=[CH:10][CH:9]=2)[N:5]=[C:4]([CH3:16])[C:3]=1[C:17]([C:19]1[CH:24]=[CH:23][CH:22]=[CH:21][CH:20]=1)=[O:18].C(=O)([O-])[O-].[K+].[K+].[Cl:31][C:32]1[CH:33]=[C:34]([SH:39])[CH:35]=[C:36]([Cl:38])[CH:37]=1, predict the reaction product. The product is: [Cl:31][C:32]1[CH:33]=[C:34]([S:39][C:2]2[N:6]([CH2:7][C:8]3[CH:13]=[CH:12][C:11]([O:14][CH3:15])=[CH:10][CH:9]=3)[N:5]=[C:4]([CH3:16])[C:3]=2[C:17]([C:19]2[CH:24]=[CH:23][CH:22]=[CH:21][CH:20]=2)=[O:18])[CH:35]=[C:36]([Cl:38])[CH:37]=1.